The task is: Predict the reaction yield, written as a fraction of the theoretical maximum amount of product (1.0 means a 100% yield; for example, 0.34 means a 34% yield).. This data is from Reaction yield outcomes from USPTO patents with 853,638 reactions. (1) The reactants are Br[C:2]1[CH:3]=[CH:4][C:5]([O:12][CH3:13])=[C:6]([CH:11]=1)[C:7]([O:9][CH3:10])=[O:8].[CH3:14][N:15](C)C=O. The catalyst is [C-]#N.[Zn+2].[C-]#N. The product is [C:14]([C:2]1[CH:3]=[CH:4][C:5]([O:12][CH3:13])=[C:6]([CH:11]=1)[C:7]([O:9][CH3:10])=[O:8])#[N:15]. The yield is 0.420. (2) The reactants are [NH2:1][C@H:2]1[CH2:6][CH2:5][N:4]([C:7]([O:9][C:10]([CH3:13])([CH3:12])[CH3:11])=[O:8])[CH2:3]1.[C:14]1([C:22]2[CH:27]=[CH:26][CH:25]=[CH:24][CH:23]=2)[C:15]([CH:20]=O)=[CH:16][CH:17]=[CH:18][CH:19]=1.[O-]S([O-])(=O)=O.[Mg+2].C(O[BH-](OC(=O)C)OC(=O)C)(=O)C.[Na+]. The product is [C:10]([O:9][C:7]([N:4]1[CH2:5][CH2:6][C@H:2]([NH:1][CH2:20][C:15]2[CH:16]=[CH:17][CH:18]=[CH:19][C:14]=2[C:22]2[CH:27]=[CH:26][CH:25]=[CH:24][CH:23]=2)[CH2:3]1)=[O:8])([CH3:13])([CH3:12])[CH3:11]. The yield is 0.645. The catalyst is C(Cl)Cl. (3) The reactants are [Cl:1][C:2]1[N:3]=[CH:4][CH:5]=[C:6]2[C:10]([CH3:11])=[C:9]([CH3:12])[N:8]([CH2:13][CH:14]3[CH2:16][CH2:15]3)[C:7]=12.[CH3:17][C:18]1[CH:25]=[CH:24][C:21]([CH2:22][NH2:23])=[CH:20][CH:19]=1. No catalyst specified. The product is [ClH:1].[CH:14]1([CH2:13][N:8]2[C:7]3=[C:2]([NH:23][CH2:22][C:21]4[CH:24]=[CH:25][C:18]([CH3:17])=[CH:19][CH:20]=4)[N:3]=[CH:4][CH:5]=[C:6]3[C:10]([CH3:11])=[C:9]2[CH3:12])[CH2:16][CH2:15]1. The yield is 0.470. (4) The reactants are O[C:2]1[CH:3]=[C:4]([CH:8]=[CH:9][CH:10]=1)[C:5]([NH2:7])=[O:6].C[O:12][C:13](OC)([CH3:15])[CH3:14].C1(C)C=CC(S(O)(=O)=O)=CC=1. The catalyst is CC(C)=O. The product is [CH3:14][C:13]1([CH3:15])[NH:7][C:5](=[O:6])[C:4]2[CH:3]=[CH:2][CH:10]=[CH:9][C:8]=2[O:12]1. The yield is 0.860. (5) The reactants are [C:1]12([NH:6][C:7]3[N:12]=[C:11]([S:13][CH3:14])[C:10]([C:15]([NH2:17])=[O:16])=[CH:9][N:8]=3)[CH2:5][CH:3]([CH2:4]1)[CH2:2]2.C1(C2[O:26]N2S(C2C=CC=CC=2)(=O)=O)C=CC=CC=1.C(OCC)(=O)C. The catalyst is C(Cl)(Cl)Cl. The product is [C:1]12([NH:6][C:7]3[N:12]=[C:11]([S:13]([CH3:14])=[O:26])[C:10]([C:15]([NH2:17])=[O:16])=[CH:9][N:8]=3)[CH2:2][CH:3]([CH2:4]1)[CH2:5]2. The yield is 0.910. (6) The reactants are [I:1]N1C(=O)CCC1=O.[Br:9][C:10]1[N:15]=[CH:14][C:13]([OH:16])=[CH:12][CH:11]=1. The catalyst is CO. The product is [Br:9][C:10]1[N:15]=[C:14]([I:1])[C:13]([OH:16])=[CH:12][CH:11]=1. The yield is 0.370. (7) The reactants are [CH3:1][C:2]1[CH:3]=[C:4]2[C:8](=[CH:9][CH:10]=1)[NH:7][CH:6]=[C:5]2[C:11]([OH:13])=O.[CH2:26]1[CH2:27][CH2:28][CH:23]([N:22]=C=[N:22][CH:23]2[CH2:28][CH2:27][CH2:26][CH2:25][CH2:24]2)[CH2:24][CH2:25]1.[CH3:29][N:30]([CH:32]=[O:33])C. No catalyst specified. The product is [CH3:24][C:25]1[C:26]([O:33][C:32]2[N:30]=[CH:29][C:6]([NH:7][C:11]([C:5]3[C:4]4[C:8](=[CH:9][CH:10]=[C:2]([CH3:1])[CH:3]=4)[NH:7][CH:6]=3)=[O:13])=[CH:5][CH:4]=2)=[CH:27][CH:28]=[CH:23][N:22]=1. The yield is 0.440. (8) The reactants are [F:1][C:2]1[C:7]([O:8]C)=[CH:6][CH:5]=[C:4]([N+:10]([O-:12])=[O:11])[C:3]=1[CH2:13][C:14](=[O:16])[CH3:15].[Cl-].[NH+]1C=CC=CC=1. The yield is 0.960. The catalyst is Cl.C(OCC)(=O)C. The product is [F:1][C:2]1[C:7]([OH:8])=[CH:6][CH:5]=[C:4]([N+:10]([O-:12])=[O:11])[C:3]=1[CH2:13][C:14](=[O:16])[CH3:15].